This data is from Retrosynthesis with 50K atom-mapped reactions and 10 reaction types from USPTO. The task is: Predict the reactants needed to synthesize the given product. (1) Given the product CCNCCc1cc2nn(Cc3ncc(C)c(OC)c3C)nc3c-2c1CSN=C3N, predict the reactants needed to synthesize it. The reactants are: CCNCCc1cc2nn(Cc3ncc(C)c(OC)c3C)nc3c-2c1CSN=C3NC(=O)OC(C)(C)C. (2) Given the product Nc1nc(Nc2cccc(C(=O)O)c2)n[nH]1, predict the reactants needed to synthesize it. The reactants are: COC(=O)c1cccc(Nc2n[nH]c(N)n2)c1.